Dataset: Cav3 T-type calcium channel HTS with 100,875 compounds. Task: Binary Classification. Given a drug SMILES string, predict its activity (active/inactive) in a high-throughput screening assay against a specified biological target. (1) The drug is S(CCOC(=O)N)c1oc(nn1)c1cc(ccc1)C(=S)N. The result is 0 (inactive). (2) The molecule is OC(c1ccccc1)(c1ccccc1)C(=O)NNC(=O)C(=O)/C=C(/O)c1ccc(cc1)C. The result is 0 (inactive).